Dataset: Catalyst prediction with 721,799 reactions and 888 catalyst types from USPTO. Task: Predict which catalyst facilitates the given reaction. (1) Product: [N+:8]([C:5]1[CH:6]=[CH:7][C:2]([O:11][CH2:12][CH2:13][N:14]2[CH2:19][CH2:18][O:17][CH2:16][CH2:15]2)=[CH:3][CH:4]=1)([O-:10])=[O:9]. Reactant: Cl[C:2]1[CH:7]=[CH:6][C:5]([N+:8]([O-:10])=[O:9])=[CH:4][CH:3]=1.[OH:11][CH2:12][CH2:13][N:14]1[CH2:19][CH2:18][O:17][CH2:16][CH2:15]1.[H-].[Na+].O. The catalyst class is: 3. (2) Reactant: [NH2:1][C:2]1[C:3]([C:20]([O:22]C)=[O:21])=[N:4][C:5]([C:8]2[CH:13]=[CH:12][C:11]([S:14]([N:17]([CH3:19])[CH3:18])(=[O:16])=[O:15])=[CH:10][CH:9]=2)=[CH:6][N:7]=1.[OH-].[Li+]. Product: [NH2:1][C:2]1[C:3]([C:20]([OH:22])=[O:21])=[N:4][C:5]([C:8]2[CH:13]=[CH:12][C:11]([S:14]([N:17]([CH3:18])[CH3:19])(=[O:15])=[O:16])=[CH:10][CH:9]=2)=[CH:6][N:7]=1. The catalyst class is: 30. (3) Product: [OH:35][CH:28]([C:29]1[CH:34]=[CH:33][N:32]=[CH:31][CH:30]=1)[CH:19]([C:16]1[CH:15]=[CH:14][C:13]([O:12][CH2:11][C:2]2[CH:3]=[CH:4][C:5]3[C:10](=[CH:9][CH:8]=[CH:7][CH:6]=3)[N:1]=2)=[CH:18][CH:17]=1)[C:20]([O:22][CH3:23])=[O:21]. The catalyst class is: 5. Reactant: [N:1]1[C:10]2[C:5](=[CH:6][CH:7]=[CH:8][CH:9]=2)[CH:4]=[CH:3][C:2]=1[CH2:11][O:12][C:13]1[CH:18]=[CH:17][C:16]([CH2:19][C:20]([O:22][CH2:23]C)=[O:21])=[CH:15][CH:14]=1.C[O-].[Na+].[CH:28](=[O:35])[C:29]1[CH:34]=[CH:33][N:32]=[CH:31][CH:30]=1. (4) Reactant: [NH2:1][C:2]1[C:7]([C:8]#[N:9])=[C:6]([C:10]2[CH:15]=[CH:14][C:13]([O:16][CH2:17][CH2:18][O:19][CH3:20])=[CH:12][CH:11]=2)[C:5]([C:21]#[N:22])=[C:4]([SH:23])[N:3]=1.C(=O)(O)[O-].[Na+].Cl[CH2:30][C:31]1[N:32]=[C:33]([CH3:36])[S:34][CH:35]=1.O. Product: [NH2:1][C:2]1[C:7]([C:8]#[N:9])=[C:6]([C:10]2[CH:11]=[CH:12][C:13]([O:16][CH2:17][CH2:18][O:19][CH3:20])=[CH:14][CH:15]=2)[C:5]([C:21]#[N:22])=[C:4]([S:23][CH2:30][C:31]2[N:32]=[C:33]([CH3:36])[S:34][CH:35]=2)[N:3]=1. The catalyst class is: 3. (5) Reactant: C(OC(=O)[NH:7][C@H:8]1[CH2:13][CH2:12][C@H:11]([CH2:14][CH2:15][N:16]2[CH2:21][CH2:20][CH:19]([C:22]3[C:26]4[CH:27]=[C:28]([F:31])[CH:29]=[CH:30][C:25]=4[O:24][N:23]=3)[CH2:18][CH2:17]2)[CH2:10][CH2:9]1)(C)(C)C.[F:33][C:34]([F:39])([F:38])[C:35]([OH:37])=[O:36].C([O-])(O)=O.[Na+]. Product: [F:33][C:34]([F:39])([F:38])[C:35]([OH:37])=[O:36].[F:31][C:28]1[CH:29]=[CH:30][C:25]2[O:24][N:23]=[C:22]([CH:19]3[CH2:20][CH2:21][N:16]([CH2:15][CH2:14][C@H:11]4[CH2:12][CH2:13][C@H:8]([NH2:7])[CH2:9][CH2:10]4)[CH2:17][CH2:18]3)[C:26]=2[CH:27]=1. The catalyst class is: 4.